Dataset: Reaction yield outcomes from USPTO patents with 853,638 reactions. Task: Predict the reaction yield, written as a fraction of the theoretical maximum amount of product (1.0 means a 100% yield; for example, 0.34 means a 34% yield). (1) The reactants are [ClH:1].[N+:2]([C:5]1[CH:24]=[CH:23][C:8]([O:9][CH:10]2[CH2:15][CH2:14][N:13](C(OC(C)(C)C)=O)[CH2:12][CH2:11]2)=[CH:7][CH:6]=1)([O-:4])=[O:3]. The catalyst is CO. The product is [ClH:1].[N+:2]([C:5]1[CH:24]=[CH:23][C:8]([O:9][CH:10]2[CH2:11][CH2:12][NH:13][CH2:14][CH2:15]2)=[CH:7][CH:6]=1)([O-:4])=[O:3]. The yield is 1.00. (2) The reactants are [CH3:13][C:12]([O:11][C:9](O[C:9]([O:11][C:12]([CH3:15])([CH3:14])[CH3:13])=[O:10])=[O:10])([CH3:15])[CH3:14].[NH2:16][CH2:17][C:18]1[CH:23]=[CH:22][C:21]([C:24]2[CH:29]=[CH:28][CH:27]=[CH:26][C:25]=2[O:30][CH2:31][CH3:32])=[C:20]([NH2:33])[CH:19]=1. The catalyst is O1CCOCC1. The product is [C:12]([O:11][C:9](=[O:10])[NH:16][CH2:17][C:18]1[CH:23]=[CH:22][C:21]([C:24]2[CH:29]=[CH:28][CH:27]=[CH:26][C:25]=2[O:30][CH2:31][CH3:32])=[C:20]([NH2:33])[CH:19]=1)([CH3:13])([CH3:14])[CH3:15]. The yield is 0.310. (3) The reactants are C([N:8]1[C:13](=[O:14])[C:12]([C:15]2[CH:20]=[CH:19][C:18]([Cl:21])=[CH:17][CH:16]=2)=[C:11]([C:22]2[CH:27]=[CH:26][C:25]([Cl:28])=[CH:24][CH:23]=2)[CH:10]=[N:9]1)C1C=CC=CC=1.[Cl-].[Al+3].[Cl-].[Cl-]. The catalyst is C1(C)C=CC=CC=1. The product is [Cl:21][C:18]1[CH:17]=[CH:16][C:15]([C:12]2[C:13](=[O:14])[NH:8][N:9]=[CH:10][C:11]=2[C:22]2[CH:27]=[CH:26][C:25]([Cl:28])=[CH:24][CH:23]=2)=[CH:20][CH:19]=1. The yield is 0.920. (4) The reactants are [CH2:1]([CH:3]([C:6]1[C:7]2[N:8]([C:13]([C:17]3[N:21]4[CH:22]=[CH:23][CH:24]=[C:25]([CH2:26][OH:27])[C:20]4=[N:19][C:18]=3[CH3:28])=[C:14]([CH3:16])[N:15]=2)[N:9]=[C:10]([CH3:12])[CH:11]=1)[CH2:4][CH3:5])[CH3:2].[H-].[Na+].[CH3:31]I. The catalyst is C1COCC1. The product is [CH2:1]([CH:3]([C:6]1[C:7]2[N:8]([C:13]([C:17]3[N:21]4[CH:22]=[CH:23][CH:24]=[C:25]([CH2:26][O:27][CH3:31])[C:20]4=[N:19][C:18]=3[CH3:28])=[C:14]([CH3:16])[N:15]=2)[N:9]=[C:10]([CH3:12])[CH:11]=1)[CH2:4][CH3:5])[CH3:2]. The yield is 0.910. (5) The reactants are [C:1]1([OH:7])[CH:6]=[CH:5][CH:4]=[CH:3][CH:2]=1.[C:8](Cl)(=[O:11])[CH2:9][CH3:10].FC(F)(F)S(O)(=O)=O.C(OCC)C. The catalyst is C(#N)C. The product is [C:8]([O:7][C:1]1[CH:6]=[CH:5][CH:4]=[CH:3][CH:2]=1)(=[O:11])[CH2:9][CH3:10]. The yield is 0.900. (6) The reactants are [N+:1]([C:4]1[NH:8][N:7]=[C:6]([NH:9][C:10](=[O:16])[O:11][C:12]([CH3:15])([CH3:14])[CH3:13])[CH:5]=1)([O-])=O. The catalyst is [Pd].CO. The product is [NH2:1][C:4]1[NH:8][N:7]=[C:6]([NH:9][C:10](=[O:16])[O:11][C:12]([CH3:14])([CH3:13])[CH3:15])[CH:5]=1. The yield is 0.960. (7) The reactants are Cl[C:2]1[N:3]=[C:4]([O:25][CH:26]2[CH2:31][CH2:30][O:29][CH2:28][CH2:27]2)[C:5]2[C:10]([C:11]3[CH:16]=[CH:15][N:14]=[CH:13][CH:12]=3)=[CH:9][N:8]([CH2:17][O:18][CH2:19][CH2:20][Si:21]([CH3:24])([CH3:23])[CH3:22])[C:6]=2[N:7]=1.CC1(C)C2C=CC=C(P(C3C=CC=CC=3)C3C=CC=CC=3)C=2OC2C1=CC=CC=2P(C1C=CC=CC=1)C1C=CC=CC=1.[NH2:74][C:75]1[CH:84]=[CH:83][C:78]([C:79]([NH:81][CH3:82])=[O:80])=[CH:77][C:76]=1[O:85][CH3:86].C(=O)([O-])[O-].[Cs+].[Cs+]. The catalyst is O1CCOCC1.C1C=CC(/C=C/C(/C=C/C2C=CC=CC=2)=O)=CC=1.C1C=CC(/C=C/C(/C=C/C2C=CC=CC=2)=O)=CC=1.C1C=CC(/C=C/C(/C=C/C2C=CC=CC=2)=O)=CC=1.[Pd].[Pd]. The product is [CH3:86][O:85][C:76]1[CH:77]=[C:78]([CH:83]=[CH:84][C:75]=1[NH:74][C:2]1[N:3]=[C:4]([O:25][CH:26]2[CH2:27][CH2:28][O:29][CH2:30][CH2:31]2)[C:5]2[C:10]([C:11]3[CH:12]=[CH:13][N:14]=[CH:15][CH:16]=3)=[CH:9][N:8]([CH2:17][O:18][CH2:19][CH2:20][Si:21]([CH3:23])([CH3:22])[CH3:24])[C:6]=2[N:7]=1)[C:79]([NH:81][CH3:82])=[O:80]. The yield is 0.491. (8) The reactants are C1C=CC(P(C2C(C3C(P(C4C=CC=CC=4)C4C=CC=CC=4)=CC=C4C=3C=CC=C4)=C3C(C=CC=C3)=CC=2)C2C=CC=CC=2)=CC=1.CC(C)([O-])C.[Na+].Br[C:54]1[CH:55]=[N:56][C:57]2[C:62]([CH:63]=1)=[N:61][CH:60]=[CH:59][C:58]=2[Cl:64].[C:65]1([C:71]([C:73]2[CH:78]=[CH:77][CH:76]=[CH:75][CH:74]=2)=[NH:72])[CH:70]=[CH:69][CH:68]=[CH:67][CH:66]=1. The catalyst is ClCCl.C1C=CC(/C=C/C(/C=C/C2C=CC=CC=2)=O)=CC=1.C1C=CC(/C=C/C(/C=C/C2C=CC=CC=2)=O)=CC=1.C1C=CC(/C=C/C(/C=C/C2C=CC=CC=2)=O)=CC=1.[Pd].[Pd].CO.C(Cl)Cl.C1(C)C=CC=CC=1. The product is [Cl:64][C:58]1[CH:59]=[CH:60][N:61]=[C:62]2[C:57]=1[N:56]=[CH:55][C:54]([N:72]=[C:71]([C:65]1[CH:70]=[CH:69][CH:68]=[CH:67][CH:66]=1)[C:73]1[CH:78]=[CH:77][CH:76]=[CH:75][CH:74]=1)=[CH:63]2. The yield is 0.500. (9) The reactants are [F:1][C:2]1[CH:3]=[CH:4][C:5]([CH3:11])=[C:6]([CH:10]=1)[C:7]([OH:9])=[O:8].O=S(Cl)Cl.[CH3:16]O. No catalyst specified. The product is [F:1][C:2]1[CH:3]=[CH:4][C:5]([CH3:11])=[C:6]([CH:10]=1)[C:7]([O:9][CH3:16])=[O:8]. The yield is 0.990. (10) No catalyst specified. The reactants are [NH2:1][C:2]1[CH:3]=[C:4]([CH2:11][N:12]2[CH2:17][C@@H:16]3[CH2:18][C@H:13]2[CH2:14][N:15]3C(OC(C)(C)C)=O)[C:5]2[O:9][CH:8]=[CH:7][C:6]=2[CH:10]=1.[C:26]1([CH3:36])[C:27]([S:32]([Cl:35])(=[O:34])=[O:33])=[CH:28][CH:29]=[CH:30][CH:31]=1. The yield is 0.310. The product is [ClH:35].[ClH:35].[C@H:13]12[CH2:18][C@H:16]([NH:15][CH2:14]1)[CH2:17][N:12]2[CH2:11][C:4]1[C:5]2[O:9][CH:8]=[CH:7][C:6]=2[CH:10]=[C:2]([NH:1][S:32]([C:27]2[CH:28]=[CH:29][CH:30]=[CH:31][C:26]=2[CH3:36])(=[O:34])=[O:33])[CH:3]=1.